From a dataset of NCI-60 drug combinations with 297,098 pairs across 59 cell lines. Regression. Given two drug SMILES strings and cell line genomic features, predict the synergy score measuring deviation from expected non-interaction effect. Drug 1: C1=NC(=NC(=O)N1C2C(C(C(O2)CO)O)O)N. Synergy scores: CSS=7.83, Synergy_ZIP=-6.00, Synergy_Bliss=-1.62, Synergy_Loewe=-10.1, Synergy_HSA=-2.48. Drug 2: CC12CCC3C(C1CCC2OP(=O)(O)O)CCC4=C3C=CC(=C4)OC(=O)N(CCCl)CCCl.[Na+]. Cell line: SK-MEL-28.